From a dataset of Forward reaction prediction with 1.9M reactions from USPTO patents (1976-2016). Predict the product of the given reaction. (1) Given the reactants C[O-].[Na+].[CH3:4][N:5]([S:31]([CH3:34])(=[O:33])=[O:32])[C:6]1[N:15]=[C:14]([C:16]([O:18][CH3:19])=[O:17])[C:13]([O:20]S(C2C=CC(C)=CC=2)(=O)=O)=[C:12]2[C:7]=1[CH:8]=[CH:9][CH:10]=[N:11]2.C(O)(=O)C, predict the reaction product. The product is: [OH:20][C:13]1[C:14]([C:16]([O:18][CH3:19])=[O:17])=[N:15][C:6]([N:5]([CH3:4])[S:31]([CH3:34])(=[O:33])=[O:32])=[C:7]2[C:12]=1[N:11]=[CH:10][CH:9]=[CH:8]2. (2) Given the reactants C([N:8]1[CH2:13][CH:12]=[C:11]([C:14]2[CH:19]=[C:18]([CH:20]3[N:24]([C:25]4[CH:30]=[CH:29][C:28]([F:31])=[CH:27][C:26]=4[F:32])[N:23]=[C:22]([C:33]([F:39])([F:38])[C:34]([F:37])([F:36])[F:35])[CH2:21]3)[CH:17]=[CH:16][N:15]=2)[CH2:10][CH2:9]1)(OC(C)(C)C)=O.[ClH:40], predict the reaction product. The product is: [ClH:40].[F:32][C:26]1[CH:27]=[C:28]([F:31])[CH:29]=[CH:30][C:25]=1[N:24]1[CH:20]([C:18]2[CH:17]=[CH:16][N:15]=[C:14]([C:11]3[CH2:12][CH2:13][NH:8][CH2:9][CH:10]=3)[CH:19]=2)[CH2:21][C:22]([C:33]([F:38])([F:39])[C:34]([F:36])([F:37])[F:35])=[N:23]1. (3) The product is: [C:1]12([CH:9]=[O:10])[CH2:8][CH2:7][CH:4]([CH2:5][CH2:6]1)[CH2:3][CH2:2]2. Given the reactants [C:1]12([CH2:9][OH:10])[CH2:8][CH2:7][CH:4]([CH2:5][CH2:6]1)[CH2:3][CH2:2]2.CC(OI1(OC(C)=O)(OC(C)=O)OC(=O)C2C=CC=CC1=2)=O.S([O-])([O-])(=O)=S.[Na+].[Na+], predict the reaction product. (4) Given the reactants Cl[C:2]1[N:7]=[C:6]([NH:8][C:9]2[CH:19]=[CH:18][C:17]([N:20]3[CH2:25][CH2:24][O:23][CH2:22][CH2:21]3)=[CH:16][C:10]=2[O:11][CH2:12][CH2:13][C:14]#[N:15])[C:5]([Cl:26])=[CH:4][N:3]=1.[CH3:27][O:28][CH2:29][CH2:30][N:31]1[CH2:37][CH2:36][C:35]2[CH:38]=[C:39]([NH2:42])[CH:40]=[CH:41][C:34]=2[CH2:33][CH2:32]1.C12(CS(O)(=O)=O)C(C)(C)C(CC1)CC2=O, predict the reaction product. The product is: [Cl:26][C:5]1[C:6]([NH:8][C:9]2[CH:19]=[CH:18][C:17]([N:20]3[CH2:25][CH2:24][O:23][CH2:22][CH2:21]3)=[CH:16][C:10]=2[O:11][CH2:12][CH2:13][C:14]#[N:15])=[N:7][C:2]([NH:42][C:39]2[CH:40]=[CH:41][C:34]3[CH2:33][CH2:32][N:31]([CH2:30][CH2:29][O:28][CH3:27])[CH2:37][CH2:36][C:35]=3[CH:38]=2)=[N:3][CH:4]=1. (5) The product is: [CH3:1][N:2]([C:10]1[CH:11]=[CH:12][C:13]([NH2:16])=[CH:14][CH:15]=1)[C:3](=[O:9])[O:4][C:5]([CH3:8])([CH3:6])[CH3:7]. Given the reactants [CH3:1][N:2]([C:10]1[CH:15]=[CH:14][C:13]([N+:16]([O-])=O)=[CH:12][CH:11]=1)[C:3](=[O:9])[O:4][C:5]([CH3:8])([CH3:7])[CH3:6].[H][H], predict the reaction product. (6) Given the reactants [CH2:1]([O:8][C:9]([NH:11][C@H:12]([C:16]([O:18][C:19]1[CH:36]=[CH:35][C:22]([C:23]([O:25]CC2C=CC(OC)=CC=2)=[O:24])=[CH:21][CH:20]=1)=[O:17])[CH:13]([CH3:15])[CH3:14])=[O:10])[C:2]1[CH:7]=[CH:6][CH:5]=[CH:4][CH:3]=1.C(O)C, predict the reaction product. The product is: [CH2:1]([O:8][C:9]([NH:11][C@H:12]([C:16]([O:18][C:19]1[CH:20]=[CH:21][C:22]([C:23]([OH:25])=[O:24])=[CH:35][CH:36]=1)=[O:17])[CH:13]([CH3:15])[CH3:14])=[O:10])[C:2]1[CH:3]=[CH:4][CH:5]=[CH:6][CH:7]=1. (7) The product is: [NH2:25][C:14]1[N:13]=[C:12]([N:8]2[CH2:7][CH2:6][C:5]3[C:10](=[CH:11][C:2]([C:30]4[CH:31]=[CH:32][N:27]([CH3:26])[C:28](=[O:42])[CH:29]=4)=[CH:3][CH:4]=3)[CH2:9]2)[CH:17]=[C:16]([N:18]2[CH2:19][CH2:20][N:21]([CH3:24])[CH2:22][CH2:23]2)[N:15]=1. Given the reactants Br[C:2]1[CH:11]=[C:10]2[C:5]([CH2:6][CH2:7][N:8]([C:12]3[CH:17]=[C:16]([N:18]4[CH2:23][CH2:22][N:21]([CH3:24])[CH2:20][CH2:19]4)[N:15]=[C:14]([NH2:25])[N:13]=3)[CH2:9]2)=[CH:4][CH:3]=1.[CH3:26][N:27]1[CH:32]=[CH:31][C:30](B2OC(C)(C)C(C)(C)O2)=[CH:29][C:28]1=[O:42], predict the reaction product. (8) The product is: [CH3:21][N:18]1[C:19]([CH3:20])=[C:15]([S:12]([N:9]2[CH2:10][CH2:11][CH:6]([O:5][C:4]3[CH:23]=[CH:24][C:25]([C:27]#[N:28])=[CH:2][CH:3]=3)[CH2:7][CH2:8]2)(=[O:14])=[O:13])[C:16]([CH3:22])=[N:17]1. Given the reactants Cl[C:2]1[CH:3]=[C:4]([CH:23]=[CH:24][C:25]=1Cl)[O:5][CH:6]1[CH2:11][CH2:10][N:9]([S:12]([C:15]2[C:16]([CH3:22])=[N:17][N:18]([CH3:21])[C:19]=2[CH3:20])(=[O:14])=[O:13])[CH2:8][CH2:7]1.[CH3:27][N:28]1C(C)=C(S(Cl)(=O)=O)C(C)=N1.Cl.N1CCC(OC2C=CC(C#N)=CC=2)CC1, predict the reaction product. (9) The product is: [N+:36]([C:27]1[CH:28]=[C:29]([C:32]([F:33])([F:34])[F:35])[CH:30]=[CH:31][C:26]=1[N:13]1[CH2:12][CH2:11][CH2:10][C@H:9]([NH:8][C:6](=[O:7])[O:5][C:2]([CH3:1])([CH3:3])[CH3:4])[CH2:14]1)([O-:38])=[O:37]. Given the reactants [CH3:1][C:2]([O:5][C:6]([NH:8][C@@H:9]1[CH2:14][NH:13][CH2:12][CH2:11][CH2:10]1)=[O:7])([CH3:4])[CH3:3].C(=O)(O)[O-].[Na+].C1COCC1.F[C:26]1[CH:31]=[CH:30][C:29]([C:32]([F:35])([F:34])[F:33])=[CH:28][C:27]=1[N+:36]([O-:38])=[O:37], predict the reaction product.